From a dataset of NCI-60 drug combinations with 297,098 pairs across 59 cell lines. Regression. Given two drug SMILES strings and cell line genomic features, predict the synergy score measuring deviation from expected non-interaction effect. (1) Drug 1: C1C(C(OC1N2C=NC3=C(N=C(N=C32)Cl)N)CO)O. Drug 2: C(=O)(N)NO. Cell line: SW-620. Synergy scores: CSS=45.6, Synergy_ZIP=-0.963, Synergy_Bliss=-3.23, Synergy_Loewe=-35.4, Synergy_HSA=-2.25. (2) Drug 1: CN(C)C1=NC(=NC(=N1)N(C)C)N(C)C. Drug 2: C1=NC2=C(N1)C(=S)N=C(N2)N. Cell line: RXF 393. Synergy scores: CSS=19.7, Synergy_ZIP=-2.99, Synergy_Bliss=2.65, Synergy_Loewe=-31.1, Synergy_HSA=2.19.